From a dataset of Forward reaction prediction with 1.9M reactions from USPTO patents (1976-2016). Predict the product of the given reaction. (1) Given the reactants [CH3:1][C:2]1[CH:11]=[CH:10][C:9]2[C:4](=[CH:5][CH:6]=[CH:7][C:8]=2[N:12]2[CH2:17][CH2:16][NH:15][CH2:14][CH2:13]2)[N:3]=1.[Cl:18][CH2:19][CH2:20][C:21]1[CH:22]=[CH:23][C:24]2[O:29][CH2:28][C:27](=[O:30])[N:26]([CH2:31][CH3:32])[C:25]=2[CH:33]=1.Cl, predict the reaction product. The product is: [ClH:18].[CH2:31]([N:26]1[C:25]2[CH:33]=[C:21]([CH2:20][CH2:19][N:15]3[CH2:16][CH2:17][N:12]([C:8]4[CH:7]=[CH:6][CH:5]=[C:4]5[C:9]=4[CH:10]=[CH:11][C:2]([CH3:1])=[N:3]5)[CH2:13][CH2:14]3)[CH:22]=[CH:23][C:24]=2[O:29][CH2:28][C:27]1=[O:30])[CH3:32]. (2) Given the reactants [NH2:1][C:2]([C:4]1[CH:5]=[N:6][C:7]2[C:12]([C:13]=1[NH:14][C:15]1[CH:16]=[C:17]([CH:21]=[CH:22][CH:23]=1)[C:18]([OH:20])=[O:19])=[CH:11][C:10](Br)=[CH:9][CH:8]=2)=[O:3].[CH3:25][O:26][C:27]1[N:32]=[C:31]([O:33][CH3:34])[C:30](B(O)O)=[CH:29][N:28]=1.C(=O)([O-])[O-].[K+].[K+].O, predict the reaction product. The product is: [NH2:1][C:2]([C:4]1[CH:5]=[N:6][C:7]2[C:12]([C:13]=1[NH:14][C:15]1[CH:16]=[C:17]([CH:21]=[CH:22][CH:23]=1)[C:18]([OH:20])=[O:19])=[CH:11][C:10]([C:30]1[C:31]([O:33][CH3:34])=[N:32][C:27]([O:26][CH3:25])=[N:28][CH:29]=1)=[CH:9][CH:8]=2)=[O:3]. (3) Given the reactants [CH3:1][O:2][C:3]1[CH:4]=[CH:5][C:6]([O:12][CH2:13][C:14]2[CH:19]=[CH:18][CH:17]=[CH:16][CH:15]=2)=[C:7]([CH:11]=1)[C:8]([OH:10])=O.[N:20]1[CH:25]=[CH:24][CH:23]=[C:22]([NH2:26])[CH:21]=1.C(Cl)CCl.C1C=CC2N(O)N=NC=2C=1, predict the reaction product. The product is: [CH3:1][O:2][C:3]1[CH:4]=[CH:5][C:6]([O:12][CH2:13][C:14]2[CH:19]=[CH:18][CH:17]=[CH:16][CH:15]=2)=[C:7]([CH:11]=1)[C:8]([NH:26][C:22]1[CH:21]=[N:20][CH:25]=[CH:24][CH:23]=1)=[O:10]. (4) Given the reactants [C:1]([C:3]1[CH:15]=CC(OC(C)(C)C(O)=O)=C[CH:4]=1)#N.COC(OC)OC.S(=O)(=O)(O)O.[C:28](=O)([O-])[O-].[K+].[K+].[C:34]([O:37][CH:38]([CH3:40])[CH3:39])(=[O:36])[CH3:35], predict the reaction product. The product is: [CH:38]([O:37][C:34](=[O:36])[CH3:35])([CH3:40])[CH3:39].[CH:3]([CH2:15][C:38]([CH3:39])([CH3:40])[CH3:28])([CH3:4])[CH3:1]. (5) Given the reactants [NH2:1][C:2]1[CH:7]=[CH:6][CH:5]=[C:4]([Br:8])[C:3]=1[NH:9][CH2:10][CH2:11][OH:12].Cl.[CH:14](O)=O, predict the reaction product. The product is: [Br:8][C:4]1[C:3]2[N:9]([CH2:10][CH2:11][OH:12])[CH:14]=[N:1][C:2]=2[CH:7]=[CH:6][CH:5]=1. (6) Given the reactants O[CH2:2][C:3]([C:5]1[CH:10]=[CH:9][CH:8]=[CH:7][CH:6]=1)=[O:4].Br[CH2:12][C:13]1[CH:18]=[CH:17][C:16]([B:19]2[O:27][C:24]([CH3:26])([CH3:25])[C:21]([CH3:23])([CH3:22])[O:20]2)=[CH:15][CH:14]=1.C(=O)([O-])[O-:29].[K+].[K+], predict the reaction product. The product is: [CH3:22][C:21]1([CH3:23])[C:24]([CH3:26])([CH3:25])[O:27][B:19]([C:16]2[CH:17]=[CH:18][C:13]([CH2:12][O:29][C:10]3[CH:9]=[CH:8][CH:7]=[CH:6][C:5]=3[C:3](=[O:4])[CH3:2])=[CH:14][CH:15]=2)[O:20]1. (7) Given the reactants B(Br)(Br)Br.C([O:12][C@H:13]1[CH2:17][N:16](C(OC(C)(C)C)=O)[C@@H:15]([C@@H:25]([OH:54])[C@@H:26]([NH:34][C:35](=[O:53])[C:36]2[CH:41]=[CH:40][CH:39]=[C:38]([C:42](=[O:52])[N:43]([CH3:51])[CH2:44][C:45]3[S:46][CH:47]=[C:48]([CH3:50])[N:49]=3)[CH:37]=2)[CH2:27][C:28]2[CH:33]=[CH:32][CH:31]=[CH:30][CH:29]=2)[CH2:14]1)C1C=CC=CC=1, predict the reaction product. The product is: [OH:54][C@H:25]([C@H:15]1[CH2:14][C@@H:13]([OH:12])[CH2:17][NH:16]1)[C@@H:26]([NH:34][C:35](=[O:53])[C:36]1[CH:41]=[CH:40][CH:39]=[C:38]([C:42]([N:43]([CH3:51])[CH2:44][C:45]2[S:46][CH:47]=[C:48]([CH3:50])[N:49]=2)=[O:52])[CH:37]=1)[CH2:27][C:28]1[CH:33]=[CH:32][CH:31]=[CH:30][CH:29]=1. (8) Given the reactants [CH3:1][C:2]([CH3:32])([CH3:31])/[CH:3]=[CH:4]/[C@H:5]1[O:10]C(C)(C)[O:8][C@@H:7]([C@@H:13]([O:28][CH3:29])[C:14]([NH:16][CH:17]2[CH2:20][N:19]([C:21]3[CH:26]=[CH:25][CH:24]=[CH:23][CH:22]=3)[C:18]2=[O:27])=[O:15])[C@H:6]1[OH:30].Cl, predict the reaction product. The product is: [O:27]=[C:18]1[CH:17]([NH:16][C:14](=[O:15])[C@H:13]([O:28][CH3:29])[C@H:7]([OH:8])[C@@H:6]([OH:30])[C@H:5]([OH:10])/[CH:4]=[CH:3]/[C:2]([CH3:32])([CH3:31])[CH3:1])[CH2:20][N:19]1[C:21]1[CH:26]=[CH:25][CH:24]=[CH:23][CH:22]=1. (9) Given the reactants [CH3:1][C:2]1[CH:7]=[CH:6][C:5]([S:8]([O:11][CH2:12][C@H:13]2[CH:22]=[CH:21][C:20]3[C:15](=[C:16]([C:24]4[CH:29]=[CH:28][CH:27]=[CH:26][C:25]=4[Cl:30])[C:17]([Cl:23])=[CH:18][CH:19]=3)[O:14]2)(=[O:10])=[O:9])=[CH:4][CH:3]=1, predict the reaction product. The product is: [CH3:1][C:2]1[CH:3]=[CH:4][C:5]([S:8]([O:11][CH2:12][C@H:13]2[CH2:22][CH2:21][C:20]3[C:15](=[C:16]([C:24]4[CH:29]=[CH:28][CH:27]=[CH:26][C:25]=4[Cl:30])[C:17]([Cl:23])=[CH:18][CH:19]=3)[O:14]2)(=[O:10])=[O:9])=[CH:6][CH:7]=1.